This data is from Experimentally validated miRNA-target interactions with 360,000+ pairs, plus equal number of negative samples. The task is: Binary Classification. Given a miRNA mature sequence and a target amino acid sequence, predict their likelihood of interaction. (1) The miRNA is hsa-miR-6807-5p with sequence GUGAGCCAGUGGAAUGGAGAGG. The protein sequence of the target gene is MTSAAEIKKPPVAPKPKFVVANNKPAPPPIAPKPDIVISSVPQSTKKMKPAIAPKPKVLKTSPVREIGQSPSRKIMLNLEGHKQELAESTDNFNCKYEGNQSNDYISPMCSCSSECIHKLGHRENLCVKQLVLEPLEMNENLENSKIDETLTIKTRSKCDLYGEKAKNQGGVVLKASVLEEELKDALIHQMPPFISAQKHRPTDSPEMNGGCNSNGQFRIEFADLSPSPSSFEKVPDHHSCHLQLPSDECEHFETCQDDSEKSNNCFQSSELEALENGKRSTLISSDGVSKKSEVKDLGP.... Result: 1 (interaction). (2) The miRNA is hsa-let-7b-5p with sequence UGAGGUAGUAGGUUGUGUGGUU. The protein sequence of the target gene is MRDLRAQVTSGLLPFPEVTLQALGEDEITLESVLRGKFAAGKNGLACLACGPQLEVVNSITGERLSAYRFSGVNEQPPVVLAVKEFSWQKRTGLLIGLEETEGSVLCLYDLGISKVVKAVVLPGRVTAIEPIINHGGASASTQHLHPSLRWLFGVAAVVTDVGQILLVDLCLDDLSCNQNEVEASDLEVLTGIPAEVPHIRESVMRQGRHLCFQLVSPTGTAVSTLSYISRTNQLAVGFSDGYLALWNMKSMKREYYIQLESGQVPVYAVTFQEPENDPRNCCYLWAVQSTQDSEGDVLS.... Result: 1 (interaction).